Dataset: Full USPTO retrosynthesis dataset with 1.9M reactions from patents (1976-2016). Task: Predict the reactants needed to synthesize the given product. Given the product [C:1]([O:9][C:10]1[C:15](=[O:16])[N:14]([CH3:33])[C:13]([CH:17]2[CH2:21][CH2:20][CH2:19][N:18]2[C:22]([O:24][C:25]([CH3:26])([CH3:27])[CH3:28])=[O:23])=[N:12][C:11]=1[C:29]([O:31][CH3:32])=[O:30])(=[O:8])[C:2]1[CH:7]=[CH:6][CH:5]=[CH:4][CH:3]=1, predict the reactants needed to synthesize it. The reactants are: [C:1]([O:9][C:10]1[C:11]([C:29]([O:31][CH3:32])=[O:30])=[N:12][C:13]([CH:17]2[CH2:21][CH2:20][CH2:19][N:18]2[C:22]([O:24][C:25]([CH3:28])([CH3:27])[CH3:26])=[O:23])=[N:14][C:15]=1[OH:16])(=[O:8])[C:2]1[CH:7]=[CH:6][CH:5]=[CH:4][CH:3]=1.[CH3:33]I.